This data is from Peptide-MHC class II binding affinity with 134,281 pairs from IEDB. The task is: Regression. Given a peptide amino acid sequence and an MHC pseudo amino acid sequence, predict their binding affinity value. This is MHC class II binding data. (1) The peptide sequence is ARCMRSLKAPAVVSV. The MHC is DRB1_0101 with pseudo-sequence DRB1_0101. The binding affinity (normalized) is 0.934. (2) The peptide sequence is LFGGLNWITKVIMGA. The MHC is DRB4_0101 with pseudo-sequence DRB4_0103. The binding affinity (normalized) is 0.360. (3) The peptide sequence is LGFVFTLTVPSERGHHHHHH. The MHC is DRB5_0101 with pseudo-sequence DRB5_0101. The binding affinity (normalized) is 0.763. (4) The peptide sequence is AAFQAAHARFVAAAA. The MHC is DRB1_1101 with pseudo-sequence DRB1_1101. The binding affinity (normalized) is 0.684. (5) The peptide sequence is APPAYEKLSAEQ. The MHC is DRB1_0101 with pseudo-sequence DRB1_0101. The binding affinity (normalized) is 0.573. (6) The peptide sequence is NIQGITKPAIRRLAR. The MHC is H-2-IAd with pseudo-sequence H-2-IAd. The binding affinity (normalized) is 0.235. (7) The peptide sequence is RQHGSEEWEPLTKKG. The MHC is HLA-DPA10201-DPB11401 with pseudo-sequence HLA-DPA10201-DPB11401. The binding affinity (normalized) is 0.